Dataset: Peptide-MHC class I binding affinity with 185,985 pairs from IEDB/IMGT. Task: Regression. Given a peptide amino acid sequence and an MHC pseudo amino acid sequence, predict their binding affinity value. This is MHC class I binding data. (1) The MHC is HLA-A03:01 with pseudo-sequence HLA-A03:01. The peptide sequence is TGGPIYRRR. The binding affinity (normalized) is 0. (2) The peptide sequence is LSRLRYNLCK. The MHC is HLA-A33:01 with pseudo-sequence HLA-A33:01. The binding affinity (normalized) is 0.272. (3) The peptide sequence is KRNYVPCHI. The MHC is Mamu-B03 with pseudo-sequence Mamu-B03. The binding affinity (normalized) is 0.647.